Dataset: Peptide-MHC class I binding affinity with 185,985 pairs from IEDB/IMGT. Task: Regression. Given a peptide amino acid sequence and an MHC pseudo amino acid sequence, predict their binding affinity value. This is MHC class I binding data. (1) The peptide sequence is KIGVICSSY. The MHC is HLA-B15:01 with pseudo-sequence HLA-B15:01. The binding affinity (normalized) is 0.499. (2) The peptide sequence is ERYPGGVSL. The MHC is HLA-B57:01 with pseudo-sequence HLA-B57:01. The binding affinity (normalized) is 0.0847.